The task is: Predict the product of the given reaction.. This data is from Forward reaction prediction with 1.9M reactions from USPTO patents (1976-2016). Given the reactants [Cl:1][C:2]1[CH:7]=[C:6]([NH:8][C:9]2[C:18]3[C:13](=[CH:14][CH:15]=[CH:16][C:17]=3F)[N:12]=[CH:11][N:10]=2)[CH:5]=[CH:4][C:3]=1[OH:20].CNC(O)C.CC1C=C(NC2C3C(=CC=CC=3[O:44][CH2:45][CH2:46][NH:47][CH3:48])N=CN=2)C=CC=1O, predict the reaction product. The product is: [Cl:1][C:2]1[CH:7]=[C:6]([NH:8][C:9]2[C:18]3[C:13](=[CH:14][CH:15]=[CH:16][C:17]=3[O:44][CH2:45][CH2:46][NH:47][CH3:48])[N:12]=[CH:11][N:10]=2)[CH:5]=[CH:4][C:3]=1[OH:20].